The task is: Regression. Given two drug SMILES strings and cell line genomic features, predict the synergy score measuring deviation from expected non-interaction effect.. This data is from NCI-60 drug combinations with 297,098 pairs across 59 cell lines. Drug 1: C1C(C(OC1N2C=C(C(=O)NC2=O)F)CO)O. Drug 2: CC1CCC2CC(C(=CC=CC=CC(CC(C(=O)C(C(C(=CC(C(=O)CC(OC(=O)C3CCCCN3C(=O)C(=O)C1(O2)O)C(C)CC4CCC(C(C4)OC)OCCO)C)C)O)OC)C)C)C)OC. Cell line: NCI-H226. Synergy scores: CSS=0.306, Synergy_ZIP=1.05, Synergy_Bliss=2.21, Synergy_Loewe=-2.35, Synergy_HSA=-2.30.